This data is from Full USPTO retrosynthesis dataset with 1.9M reactions from patents (1976-2016). The task is: Predict the reactants needed to synthesize the given product. (1) Given the product [S:7]1[C:11]2[CH:12]=[CH:13][CH:14]=[CH:15][C:10]=2[N:9]=[C:8]1[C:16]1[CH:21]=[CH:20][C:19]([O:22][CH3:23])=[CH:18][C:17]=1[NH:24][CH2:25][C:26]1[CH:31]=[CH:30][C:29]([O:32][CH2:33][CH2:34][N:35]2[CH2:40][CH2:39][CH2:38][CH2:37][CH2:36]2)=[C:28]([F:41])[CH:27]=1, predict the reactants needed to synthesize it. The reactants are: [H-].[Al+3].[Li+].[H-].[H-].[H-].[S:7]1[C:11]2[CH:12]=[CH:13][CH:14]=[CH:15][C:10]=2[N:9]=[C:8]1[C:16]1[CH:21]=[CH:20][C:19]([O:22][CH3:23])=[CH:18][C:17]=1[NH:24][C:25](=O)[C:26]1[CH:31]=[CH:30][C:29]([O:32][CH2:33][CH2:34][N:35]2[CH2:40][CH2:39][CH2:38][CH2:37][CH2:36]2)=[C:28]([F:41])[CH:27]=1.O. (2) Given the product [Br:1][C:2]1[CH:3]=[CH:4][C:5]([O:8][CH2:17][C:14]2[CH:15]=[CH:16][C:11]([O:10][CH3:9])=[CH:12][CH:13]=2)=[CH:6][N:7]=1, predict the reactants needed to synthesize it. The reactants are: [Br:1][C:2]1[N:7]=[CH:6][C:5]([OH:8])=[CH:4][CH:3]=1.[CH3:9][O:10][C:11]1[CH:16]=[CH:15][C:14]([CH2:17]Cl)=[CH:13][CH:12]=1.C([O-])([O-])=O.[K+].[K+].CN(C=O)C. (3) Given the product [O:50]1[C:54]2[CH:55]=[CH:56][C:57]([C:59]3[CH:60]=[C:61]([NH:65][C:23]([C:18]4[C:19](=[O:22])[O:20][C:21]5[C:16]([CH:17]=4)=[CH:15][CH:14]=[CH:13][C:12]=5[O:11][CH3:10])=[O:25])[CH:62]=[CH:63][CH:64]=3)=[CH:58][C:53]=2[CH2:52][CH2:51]1, predict the reactants needed to synthesize it. The reactants are: CCN(C(C)C)C(C)C.[CH3:10][O:11][C:12]1[CH:13]=[CH:14][CH:15]=[C:16]2[C:21]=1[O:20][C:19](=[O:22])[C:18]([C:23]([OH:25])=O)=[CH:17]2.CN(C(ON1N=NC2C=CC=NC1=2)=[N+](C)C)C.F[P-](F)(F)(F)(F)F.[O:50]1[C:54]2[CH:55]=[CH:56][C:57]([C:59]3[CH:60]=[C:61]([NH2:65])[CH:62]=[CH:63][CH:64]=3)=[CH:58][C:53]=2[CH2:52][CH2:51]1. (4) The reactants are: [CH3:1][S:2]([C:5]1[CH:6]=[CH:7][C:8]([N+:11]([O-])=O)=[N:9][CH:10]=1)(=[O:4])=[O:3]. Given the product [CH3:1][S:2]([C:5]1[CH:6]=[CH:7][C:8]([NH2:11])=[N:9][CH:10]=1)(=[O:4])=[O:3], predict the reactants needed to synthesize it.